This data is from Full USPTO retrosynthesis dataset with 1.9M reactions from patents (1976-2016). The task is: Predict the reactants needed to synthesize the given product. (1) Given the product [CH3:21][O:20][C:16]1[CH:15]=[C:14]([N:9]2[CH:10]=[CH:11][C:12](=[O:13])[C:7]([C:5]3[N:33]([C:23]4[C:32]5[C:27](=[CH:28][CH:29]=[CH:30][CH:31]=5)[CH:26]=[CH:25][CH:24]=4)[N:2]=[CH:3][CH:4]=3)=[N:8]2)[CH:19]=[CH:18][CH:17]=1, predict the reactants needed to synthesize it. The reactants are: C[N:2](C)/[CH:3]=[CH:4]/[C:5]([C:7]1[C:12](=[O:13])[CH:11]=[CH:10][N:9]([C:14]2[CH:19]=[CH:18][CH:17]=[C:16]([O:20][CH3:21])[CH:15]=2)[N:8]=1)=O.[C:23]1([NH:33]N)[C:32]2[C:27](=[CH:28][CH:29]=[CH:30][CH:31]=2)[CH:26]=[CH:25][CH:24]=1. (2) Given the product [Cl:1][C:2]1[N:7]=[N:6][C:5]([N:8]([CH3:14])[C@@H:9]2[CH2:13][CH2:12][N:11]([C:18]([C:17]3[CH:21]=[C:22]([CH:23]=[CH:24][C:16]=3[F:15])[CH:25]=[O:26])=[O:19])[CH2:10]2)=[CH:4][CH:3]=1, predict the reactants needed to synthesize it. The reactants are: [Cl:1][C:2]1[N:7]=[N:6][C:5]([N:8]([CH3:14])[C@@H:9]2[CH2:13][CH2:12][NH:11][CH2:10]2)=[CH:4][CH:3]=1.[F:15][C:16]1[CH:24]=[CH:23][C:22]([CH:25]=[O:26])=[CH:21][C:17]=1[C:18](O)=[O:19].F[P-](F)(F)(F)(F)F.N1(OC(N(C)C)=[N+](C)C)C2C=CC=CC=2N=N1.C(N(CC)C(C)C)(C)C. (3) Given the product [CH3:1][C:2]([O:5][CH2:6][C:7]1[C:23]([C:24]([O:26][CH3:27])=[O:25])=[C:18]([CH:19]([CH3:21])[CH3:20])[O:9][N:8]=1)([CH3:4])[CH3:3], predict the reactants needed to synthesize it. The reactants are: [CH3:1][C:2]([O:5][CH2:6][CH:7]=[N:8][OH:9])([CH3:4])[CH3:3].ClN1C(=O)CCC1=O.[C:18]([CH2:23][C:24]([O:26][CH3:27])=[O:25])(=O)[CH:19]([CH3:21])[CH3:20].C[O-].[Na+].CO. (4) Given the product [CH2:37]([N:3]([CH2:1][CH3:2])[C:4]([C:6]1[CH:15]=[CH:14][C:13]2[C:8](=[CH:9][CH:10]=[CH:11][C:12]=2[NH:16][CH2:17][C:18]([OH:36])([C:32]([F:34])([F:33])[F:35])[CH2:19][C:20]([C:23]2[CH:28]=[C:27]([F:29])[CH:26]=[CH:25][C:24]=2[O:30][CH3:31])([CH3:21])[CH3:22])[N:7]=1)=[O:5])[CH3:38], predict the reactants needed to synthesize it. The reactants are: [CH2:1]([N:3]([CH2:37][CH3:38])[C:4]([C:6]1[CH:15]=[CH:14][C:13]2[C:8](=[CH:9][CH:10]=[CH:11][C:12]=2[N:16]=[CH:17][C:18]([OH:36])([C:32]([F:35])([F:34])[F:33])[CH2:19][C:20]([C:23]2[CH:28]=[C:27]([F:29])[CH:26]=[CH:25][C:24]=2[O:30][CH3:31])([CH3:22])[CH3:21])[N:7]=1)=[O:5])[CH3:2].[BH4-].[Na+].[Cl-].[Na+].C(OCC)(=O)C. (5) The reactants are: [CH:1]1([CH2:4][O:5][C:6]2[C:7]([C:16]3[C:25]4[CH2:24][CH2:23][CH2:22][CH2:21][C:20]=4[C:19](=[O:26])[N:18]([CH3:27])[CH:17]=3)=[N:8][C:9](S(C)(=O)=O)=[N:10][CH:11]=2)[CH2:3][CH2:2]1.[CH3:28][S:29]([NH2:32])(=[O:31])=[O:30]. Given the product [CH:1]1([CH2:4][O:5][C:6]2[C:7]([C:16]3[C:25]4[CH2:24][CH2:23][CH2:22][CH2:21][C:20]=4[C:19](=[O:26])[N:18]([CH3:27])[CH:17]=3)=[N:8][C:9]([NH:32][S:29]([CH3:28])(=[O:31])=[O:30])=[N:10][CH:11]=2)[CH2:3][CH2:2]1, predict the reactants needed to synthesize it. (6) Given the product [Cl:1][C:2]1[CH:10]=[C:9]2[C:5]([C:6]([CH:32]([F:33])[F:34])=[CH:7][N:8]2[S:11]([C:14]2[CH:19]=[CH:18][C:17]([O:20][CH2:21][C:22]([F:25])([F:23])[F:24])=[C:16]([N:26]3[CH2:31][CH2:30][N:29]([CH3:35])[CH2:28][CH2:27]3)[CH:15]=2)(=[O:12])=[O:13])=[CH:4][CH:3]=1, predict the reactants needed to synthesize it. The reactants are: [Cl:1][C:2]1[CH:10]=[C:9]2[C:5]([C:6]([CH:32]([F:34])[F:33])=[CH:7][N:8]2[S:11]([C:14]2[CH:19]=[CH:18][C:17]([O:20][CH2:21][C:22]([F:25])([F:24])[F:23])=[C:16]([N:26]3[CH2:31][CH2:30][NH:29][CH2:28][CH2:27]3)[CH:15]=2)(=[O:13])=[O:12])=[CH:4][CH:3]=1.[C:35]([BH3-])#N.[Na+].C=O.